From a dataset of Catalyst prediction with 721,799 reactions and 888 catalyst types from USPTO. Predict which catalyst facilitates the given reaction. Reactant: [CH3:1][N:2]1[C:6]([C:7]2[CH:8]=[C:9]([C:14]3[CH:19]=[CH:18][CH:17]=[CH:16][CH:15]=3)[CH:10]=[CH:11][C:12]=2[OH:13])=[CH:5][CH:4]=[N:3]1.C(=O)([O-])[O-].[K+].[K+].[F:26][C:27]1[CH:28]=[C:29]([N+:34]([O-:36])=[O:35])[CH:30]=[CH:31][C:32]=1F. Product: [F:26][C:27]1[CH:28]=[C:29]([N+:34]([O-:36])=[O:35])[CH:30]=[CH:31][C:32]=1[O:13][C:12]1[CH:11]=[CH:10][C:9]([C:14]2[CH:15]=[CH:16][CH:17]=[CH:18][CH:19]=2)=[CH:8][C:7]=1[C:6]1[N:2]([CH3:1])[N:3]=[CH:4][CH:5]=1. The catalyst class is: 42.